This data is from Catalyst prediction with 721,799 reactions and 888 catalyst types from USPTO. The task is: Predict which catalyst facilitates the given reaction. (1) Reactant: [CH:1]1([N:7]([C:9]2[CH:14]=[CH:13][C:12]([C@@H:15]3[O:20][CH2:19][CH2:18][NH:17][CH2:16]3)=[CH:11][CH:10]=2)[CH3:8])[CH2:6][CH2:5][CH2:4][CH2:3][CH2:2]1.C(N(CC)CC)C.Cl[C:29]1[N:34]([CH3:35])[C:33](=[O:36])[CH:32]=[C:31]([C:37]2[CH:42]=[CH:41][N:40]=[CH:39][CH:38]=2)[N:30]=1.ClC1C=CNC(=O)N=1. Product: [CH:1]1([N:7]([C:9]2[CH:14]=[CH:13][C:12]([C@@H:15]3[O:20][CH2:19][CH2:18][N:17]([C:29]4[N:34]([CH3:35])[C:33](=[O:36])[CH:32]=[C:31]([C:37]5[CH:38]=[CH:39][N:40]=[CH:41][CH:42]=5)[N:30]=4)[CH2:16]3)=[CH:11][CH:10]=2)[CH3:8])[CH2:2][CH2:3][CH2:4][CH2:5][CH2:6]1. The catalyst class is: 7. (2) Reactant: [F:1][C:2]1[CH:7]=[CH:6][C:5]([CH2:8][C:9]2[CH:18]=[C:17]3[C:12]([C:13]([OH:39])=[C:14]([C:34]([O:36][CH2:37][CH3:38])=[O:35])[C:15](=[O:33])[N:16]3[CH2:19][CH2:20][N:21]([CH3:32])[C:22]([O:24]CC3C=CC=CC=3)=O)=[N:11][CH:10]=2)=[CH:4][CH:3]=1.[CH:40](N(C(C)C)CC)(C)C.C(OC(=O)C)(=O)C. Product: [C:22]([N:21]([CH3:32])[CH2:20][CH2:19][N:16]1[C:17]2[C:12](=[N:11][CH:10]=[C:9]([CH2:8][C:5]3[CH:6]=[CH:7][C:2]([F:1])=[CH:3][CH:4]=3)[CH:18]=2)[C:13]([OH:39])=[C:14]([C:34]([O:36][CH2:37][CH3:38])=[O:35])[C:15]1=[O:33])(=[O:24])[CH3:40]. The catalyst class is: 707. (3) Reactant: [F:1][C:2]1[CH:3]=[C:4]([CH:26]=[CH:27][CH:28]=1)[O:5][CH:6]1[CH2:11][CH2:10][N:9]([C:12]([C:14]2[CH:19]=[CH:18][CH:17]=[C:16]([CH:20]3[CH2:24][CH2:23][N:22]([CH3:25])[CH2:21]3)[N:15]=2)=[O:13])[CH2:8][CH2:7]1.[ClH:29]. Product: [ClH:29].[F:1][C:2]1[CH:3]=[C:4]([CH:26]=[CH:27][CH:28]=1)[O:5][CH:6]1[CH2:11][CH2:10][N:9]([C:12]([C:14]2[CH:19]=[CH:18][CH:17]=[C:16]([CH:20]3[CH2:24][CH2:23][N:22]([CH3:25])[CH2:21]3)[N:15]=2)=[O:13])[CH2:8][CH2:7]1. The catalyst class is: 2.